Dataset: Forward reaction prediction with 1.9M reactions from USPTO patents (1976-2016). Task: Predict the product of the given reaction. Given the reactants C([O:3][C:4](=[O:33])[C:5]([CH3:32])([CH:7]1[CH2:12][CH2:11][N:10]([C:13]2[S:14][C:15]([C:18]3[CH:23]=[CH:22][CH:21]=[C:20]([NH:24][C:25]4[CH:30]=[C:29]([CH3:31])[CH:28]=[CH:27][N:26]=4)[N:19]=3)=[CH:16][N:17]=2)[CH2:9][CH2:8]1)[CH3:6])C.[OH-].[Na+].Cl, predict the reaction product. The product is: [CH3:32][C:5]([CH:7]1[CH2:12][CH2:11][N:10]([C:13]2[S:14][C:15]([C:18]3[CH:23]=[CH:22][CH:21]=[C:20]([NH:24][C:25]4[CH:30]=[C:29]([CH3:31])[CH:28]=[CH:27][N:26]=4)[N:19]=3)=[CH:16][N:17]=2)[CH2:9][CH2:8]1)([CH3:6])[C:4]([OH:33])=[O:3].